From a dataset of Catalyst prediction with 721,799 reactions and 888 catalyst types from USPTO. Predict which catalyst facilitates the given reaction. (1) Reactant: [CH2:1]([C:4]1[C:12]2[O:11][N:10]=[C:9]([C:13]([F:16])([F:15])[F:14])[C:8]=2[CH:7]=[CH:6][C:5]=1[O:17][CH2:18][CH2:19][CH2:20][NH:21][CH3:22])[CH2:2][CH3:3].[CH3:23][N:24]=[C:25]=[O:26]. Product: [CH3:22][N:21]([CH2:20][CH2:19][CH2:18][O:17][C:5]1[CH:6]=[CH:7][C:8]2[C:9]([C:13]([F:15])([F:14])[F:16])=[N:10][O:11][C:12]=2[C:4]=1[CH2:1][CH2:2][CH3:3])[C:25]([NH:24][CH3:23])=[O:26]. The catalyst class is: 17. (2) Reactant: [Br:1][C:2]1[CH:3]=[C:4]([CH2:8][CH2:9][CH2:10][CH2:11][OH:12])[CH:5]=[CH:6][CH:7]=1.[C:13]1([CH3:23])[CH:18]=[CH:17][C:16]([S:19](Cl)(=[O:21])=[O:20])=[CH:15][CH:14]=1.C(N(CC)CC)C.[NH4+].[Cl-]. Product: [Br:1][C:2]1[CH:3]=[C:4]([CH2:8][CH2:9][CH2:10][CH2:11][O:12][S:19]([C:16]2[CH:17]=[CH:18][C:13]([CH3:23])=[CH:14][CH:15]=2)(=[O:21])=[O:20])[CH:5]=[CH:6][CH:7]=1. The catalyst class is: 1. (3) Reactant: [Cl:1][C:2]1[C:3]([C:8](=[O:10])[CH3:9])=[N:4][CH:5]=[CH:6][CH:7]=1.[BH4-].[Na+]. Product: [Cl:1][C:2]1[C:3]([CH:8]([OH:10])[CH3:9])=[N:4][CH:5]=[CH:6][CH:7]=1. The catalyst class is: 5. (4) Reactant: C[O:2][C:3]1[CH:4]=[C:5]([C:9]2[N:17]=[C:16]3[C:12]([N:13]=[CH:14][NH:15]3)=[C:11]([N:18]3[CH2:23][CH2:22][O:21][CH2:20][CH2:19]3)[N:10]=2)[CH:6]=[N:7][CH:8]=1. Product: [N:18]1([C:11]2[N:10]=[C:9]([C:5]3[CH:4]=[C:3]([OH:2])[CH:8]=[N:7][CH:6]=3)[N:17]=[C:16]3[C:12]=2[N:13]=[CH:14][NH:15]3)[CH2:19][CH2:20][O:21][CH2:22][CH2:23]1. The catalyst class is: 201. (5) Reactant: [CH:1]1([NH:4][CH2:5][CH2:6][CH2:7][NH:8][C:9]2[CH:14]=[CH:13][C:12]([S:15]([NH2:18])(=[O:17])=[O:16])=[CH:11][C:10]=2[N+:19]([O-:21])=[O:20])[CH2:3][CH2:2]1.FC(F)(F)S(O[CH2:28][C:29]([F:32])([F:31])[F:30])(=O)=O.C(N(CC)C(C)C)(C)C. Product: [CH:1]1([N:4]([CH2:28][C:29]([F:32])([F:31])[F:30])[CH2:5][CH2:6][CH2:7][NH:8][C:9]2[CH:14]=[CH:13][C:12]([S:15]([NH2:18])(=[O:16])=[O:17])=[CH:11][C:10]=2[N+:19]([O-:21])=[O:20])[CH2:3][CH2:2]1. The catalyst class is: 4. (6) Reactant: Cl.N1C=CC=CC=1.C[O:9][C:10]1[CH:11]=[C:12]([C:16]2[O:17][C:18]3[CH:24]=[CH:23][C:22]([C:25]#[N:26])=[CH:21][C:19]=3[CH:20]=2)[CH:13]=[CH:14][CH:15]=1. Product: [OH:9][C:10]1[CH:11]=[C:12]([C:16]2[O:17][C:18]3[CH:24]=[CH:23][C:22]([C:25]#[N:26])=[CH:21][C:19]=3[CH:20]=2)[CH:13]=[CH:14][CH:15]=1. The catalyst class is: 223. (7) Reactant: C(OC(=O)[NH:7][CH:8]1[CH2:13][CH2:12][N:11]([CH2:14][CH2:15][N:16]2[C:25]3[C:20](=[CH:21][C:22]([F:27])=[CH:23][C:24]=3[F:26])[N:19]=[CH:18][C:17]2=[O:28])[CH2:10][CH2:9]1)(C)(C)C.Cl.NC1CCN(CCN2C3C(=C(F)C=C(F)C=3)N=CC2=O)CC1. Product: [NH2:7][CH:8]1[CH2:13][CH2:12][N:11]([CH2:14][CH2:15][N:16]2[C:25]3[C:20](=[CH:21][C:22]([F:27])=[CH:23][C:24]=3[F:26])[N:19]=[CH:18][C:17]2=[O:28])[CH2:10][CH2:9]1. The catalyst class is: 12. (8) The catalyst class is: 663. Reactant: [Cl:1][C:2]1[C:3]2[N:4]([C:8]([CH2:11][CH3:12])=[N:9][N:10]=2)[CH:5]=[CH:6][N:7]=1. Product: [ClH:1].[CH2:11]([C:8]1[N:4]2[CH2:5][CH2:6][NH:7][CH2:2][C:3]2=[N:10][N:9]=1)[CH3:12]. (9) Reactant: C(=O)([O-])[O-].[K+].[K+].[OH:7][C:8]1[C:17]([OH:18])=[CH:16][C:15]2[C:10](=[CH:11][CH:12]=[CH:13][CH:14]=2)[CH:9]=1.Br[CH:20]([CH2:26]Br)[C:21]([O:23][CH2:24][CH3:25])=[O:22]. Product: [O:7]1[CH:20]([C:21]([O:23][CH2:24][CH3:25])=[O:22])[CH2:26][O:18][C:17]2[CH:16]=[C:15]3[C:10](=[CH:9][C:8]1=2)[CH:11]=[CH:12][CH:13]=[CH:14]3. The catalyst class is: 21.